Task: Predict the product of the given reaction.. Dataset: Forward reaction prediction with 1.9M reactions from USPTO patents (1976-2016) Given the reactants F[B-](F)(F)F.[CH3:6][O+:7]([CH3:9])C.[C:10]1(=[O:27])[N:14]([CH:15]2[CH2:20][CH2:19][CH2:18][NH:17]C2=O)[C:13](=[O:22])[C:12]2=[CH:23][CH:24]=[CH:25][CH:26]=[C:11]12.C(=O)([O-])O.[Na+], predict the reaction product. The product is: [CH3:6][O:7][C:9]1[CH:15]([N:14]2[C:10](=[O:27])[C:11]3[C:12](=[CH:23][CH:24]=[CH:25][CH:26]=3)[C:13]2=[O:22])[CH2:20][CH2:19][CH2:18][N:17]=1.